Dataset: Catalyst prediction with 721,799 reactions and 888 catalyst types from USPTO. Task: Predict which catalyst facilitates the given reaction. (1) The catalyst class is: 17. Reactant: [C:1]([O:5][C:6]([N:8]1[CH2:13][CH2:12][CH:11]([N:14]2[CH2:18][CH2:17][C@@H:16]([CH2:19][C:20]3[C:25]([Cl:26])=[CH:24][C:23]([OH:27])=[CH:22][C:21]=3[Cl:28])[C:15]2=[O:29])[CH2:10][CH2:9]1)=[O:7])([CH3:4])([CH3:3])[CH3:2].[F:30][C:31]([F:44])([F:43])[S:32](O[S:32]([C:31]([F:44])([F:43])[F:30])(=[O:34])=[O:33])(=[O:34])=[O:33]. Product: [C:1]([O:5][C:6]([N:8]1[CH2:13][CH2:12][CH:11]([N:14]2[CH2:18][CH2:17][C@@H:16]([CH2:19][C:20]3[C:25]([Cl:26])=[CH:24][C:23]([O:27][S:32]([C:31]([F:44])([F:43])[F:30])(=[O:34])=[O:33])=[CH:22][C:21]=3[Cl:28])[C:15]2=[O:29])[CH2:10][CH2:9]1)=[O:7])([CH3:4])([CH3:2])[CH3:3]. (2) Reactant: [F:1][C:2]1[CH:7]=[C:6]([I:8])[CH:5]=[CH:4][C:3]=1[NH2:9].C[Si]([N-][Si](C)(C)C)(C)C.[Li+].F[C:21]1[CH:29]=[N:28][CH:27]=[CH:26][C:22]=1[C:23]([OH:25])=[O:24].[OH-].[Na+]. Product: [F:1][C:2]1[CH:7]=[C:6]([I:8])[CH:5]=[CH:4][C:3]=1[NH:9][C:21]1[CH:29]=[N:28][CH:27]=[CH:26][C:22]=1[C:23]([OH:25])=[O:24]. The catalyst class is: 54. (3) Reactant: [CH3:1][C:2]1[O:6][C:5]([C:7]2[CH:12]=[CH:11][CH:10]=[CH:9][CH:8]=2)=[N:4][C:3]=1[CH2:13][CH2:14][O:15][C:16]1[C:24]2[CH:23]=[CH:22][S:21][C:20]=2[C:19]([CH:25]=[C:26]2[S:30][C:29](=[O:31])[NH:28][C:27]2=[O:32])=[CH:18][CH:17]=1.C1C=CC(C2C=CC=CC=2)=CC=1.C1C=CC(OC2C=CC=CC=2)=CC=1.C(N(CC)CC)C. Product: [CH3:1][C:2]1[O:6][C:5]([C:7]2[CH:12]=[CH:11][CH:10]=[CH:9][CH:8]=2)=[N:4][C:3]=1[CH2:13][CH2:14][O:15][C:16]1[C:24]2[CH:23]=[CH:22][S:21][C:20]=2[C:19]([CH2:25][CH:26]2[S:30][C:29](=[O:31])[NH:28][C:27]2=[O:32])=[CH:18][CH:17]=1. The catalyst class is: 6. (4) Reactant: Br[C:2]1[C:6]2[CH:7]=[CH:8][C:9]([O:11][CH3:12])=[CH:10][C:5]=2[S:4][CH:3]=1.[C:13]1(=[O:19])[CH2:18][CH2:17][CH2:16][CH2:15][CH2:14]1.O. Product: [OH:19][C:13]1([C:2]2[C:6]3[CH:7]=[CH:8][C:9]([O:11][CH3:12])=[CH:10][C:5]=3[S:4][CH:3]=2)[CH2:18][CH2:17][CH2:16][CH2:15][CH2:14]1. The catalyst class is: 28. (5) Reactant: [Br:1][C:2]1[C:3]([O:13][CH3:14])=[C:4]([CH:8]=[C:9]([O:11][CH3:12])[CH:10]=1)[C:5](O)=[O:6].S(Cl)(Cl)=O.C([N:21](CC)CC)C. Product: [Br:1][C:2]1[C:3]([O:13][CH3:14])=[C:4]([CH:8]=[C:9]([O:11][CH3:12])[CH:10]=1)[C:5]([NH2:21])=[O:6]. The catalyst class is: 3. (6) Reactant: C([O:3][C:4](=O)[CH2:5][O:6][C:7]1[CH:12]=[CH:11][C:10]([CH2:13][C:14]([O:16][CH3:17])=[O:15])=[CH:9][C:8]=1[N+:18]([O-])=O)C. Product: [O:3]=[C:4]1[CH2:5][O:6][C:7]2[CH:12]=[CH:11][C:10]([CH2:13][C:14]([O:16][CH3:17])=[O:15])=[CH:9][C:8]=2[NH:18]1. The catalyst class is: 409. (7) Reactant: [CH2:1]([CH:5]1[C:9]2([CH2:14][CH2:13][NH:12][CH2:11][CH2:10]2)[O:8][C:7](=[O:15])[NH:6]1)[CH2:2][CH2:3][CH3:4].[CH3:16][C:17]1[CH:31]=[CH:30][CH:29]=[C:28]([CH3:32])[C:18]=1[C:19]([N:21]1[CH2:26][CH2:25][C:24](=O)[CH2:23][CH2:22]1)=[O:20].C(O[BH-](OC(=O)C)OC(=O)C)(=O)C.[Na+].CC(O)=O.N. Product: [CH2:1]([CH:5]1[C:9]2([CH2:14][CH2:13][N:12]([CH:24]3[CH2:25][CH2:26][N:21]([C:19](=[O:20])[C:18]4[C:28]([CH3:32])=[CH:29][CH:30]=[CH:31][C:17]=4[CH3:16])[CH2:22][CH2:23]3)[CH2:11][CH2:10]2)[O:8][C:7](=[O:15])[NH:6]1)[CH2:2][CH2:3][CH3:4]. The catalyst class is: 2. (8) Reactant: O[C:2]1[CH:7]=[CH:6][C:5]([O:8][CH3:9])=[CH:4][CH:3]=1.C(N(CC)CC)C.[C:17](Cl)(=[O:24])[C:18]1[CH:23]=[CH:22][CH:21]=[CH:20][CH:19]=1.C(Cl)(Cl)Cl.[OH2:30]. Product: [C:17]([O:24][C:2]1[CH:7]=[CH:6][C:5]([O:8][CH3:9])=[CH:4][CH:3]=1)(=[O:30])[C:18]1[CH:23]=[CH:22][CH:21]=[CH:20][CH:19]=1. The catalyst class is: 4. (9) Reactant: C(Cl)C[Cl:3].[N:5]1[C:10]2[NH:11][CH2:12][CH2:13][CH2:14][O:15][C:9]=2[CH:8]=[C:7]([CH:16]=[CH:17][C:18]([OH:20])=O)[CH:6]=1.[CH3:21][NH:22][CH2:23][C:24]1[O:25][C:26]2[CH:33]=[CH:32][CH:31]=[CH:30][C:27]=2[C:28]=1[CH3:29].C1C=CC2N(O)N=NC=2C=1.CCN(C(C)C)C(C)C.Cl. Product: [ClH:3].[CH3:21][N:22]([CH2:23][C:24]1[O:25][C:26]2[CH:33]=[CH:32][CH:31]=[CH:30][C:27]=2[C:28]=1[CH3:29])[C:18](=[O:20])[CH:17]=[CH:16][C:7]1[CH:6]=[N:5][C:10]2[NH:11][CH2:12][CH2:13][CH2:14][O:15][C:9]=2[CH:8]=1. The catalyst class is: 18. (10) Reactant: [Si:1]([O:8][CH2:9][C:10]1[C:15]([O:16]C)=[CH:14][CH:13]=[CH:12][C:11]=1/[CH:18]=[CH:19]/[C:20](O)=[O:21])([C:4]([CH3:7])([CH3:6])[CH3:5])([CH3:3])[CH3:2].C1C=CC2N(O)N=NC=2C=1.CCN=C=NCCCN(C)C.[NH:44]1[CH2:49][CH2:48][CH:47]([C:50]2[CH:51]=[C:52]([CH:62]=[CH:63][CH:64]=2)[CH2:53][NH:54][C:55](=[O:61])[O:56][C:57]([CH3:60])([CH3:59])[CH3:58])[CH2:46][CH2:45]1.CCN(C(C)C)C(C)C. Product: [Si:1]([O:8][CH2:9][C:10]1[C:15]([OH:16])=[CH:14][CH:13]=[CH:12][C:11]=1/[CH:18]=[CH:19]/[C:20]([N:44]1[CH2:49][CH2:48][CH:47]([C:50]2[CH:51]=[C:52]([CH:62]=[CH:63][CH:64]=2)[CH2:53][NH:54][C:55](=[O:61])[O:56][C:57]([CH3:60])([CH3:58])[CH3:59])[CH2:46][CH2:45]1)=[O:21])([C:4]([CH3:7])([CH3:6])[CH3:5])([CH3:3])[CH3:2]. The catalyst class is: 31.